This data is from Merck oncology drug combination screen with 23,052 pairs across 39 cell lines. The task is: Regression. Given two drug SMILES strings and cell line genomic features, predict the synergy score measuring deviation from expected non-interaction effect. (1) Drug 2: O=C(NOCC(O)CO)c1ccc(F)c(F)c1Nc1ccc(I)cc1F. Drug 1: O=S1(=O)NC2(CN1CC(F)(F)F)C1CCC2Cc2cc(C=CCN3CCC(C(F)(F)F)CC3)ccc2C1. Synergy scores: synergy=10.4. Cell line: SKOV3. (2) Drug 1: CS(=O)(=O)CCNCc1ccc(-c2ccc3ncnc(Nc4ccc(OCc5cccc(F)c5)c(Cl)c4)c3c2)o1. Drug 2: COC1=C2CC(C)CC(OC)C(O)C(C)C=C(C)C(OC(N)=O)C(OC)C=CC=C(C)C(=O)NC(=CC1=O)C2=O. Cell line: OV90. Synergy scores: synergy=-0.303. (3) Drug 1: CC1(c2nc3c(C(N)=O)cccc3[nH]2)CCCN1. Drug 2: COC1CC2CCC(C)C(O)(O2)C(=O)C(=O)N2CCCCC2C(=O)OC(C(C)CC2CCC(OP(C)(C)=O)C(OC)C2)CC(=O)C(C)C=C(C)C(O)C(OC)C(=O)C(C)CC(C)C=CC=CC=C1C. Cell line: LOVO. Synergy scores: synergy=6.93. (4) Drug 1: COc1cccc2c1C(=O)c1c(O)c3c(c(O)c1C2=O)CC(O)(C(=O)CO)CC3OC1CC(N)C(O)C(C)O1. Drug 2: CC1(c2nc3c(C(N)=O)cccc3[nH]2)CCCN1. Cell line: ES2. Synergy scores: synergy=12.8. (5) Drug 1: O=C(NOCC(O)CO)c1ccc(F)c(F)c1Nc1ccc(I)cc1F. Drug 2: Cn1c(=O)n(-c2ccc(C(C)(C)C#N)cc2)c2c3cc(-c4cnc5ccccc5c4)ccc3ncc21. Cell line: A2058. Synergy scores: synergy=56.6.